From a dataset of Full USPTO retrosynthesis dataset with 1.9M reactions from patents (1976-2016). Predict the reactants needed to synthesize the given product. Given the product [Cl:8][C:6]1[N:5]=[C:4]([NH:9][CH2:10][C:11]2[CH:16]=[CH:15][CH:14]=[CH:13][C:12]=2[O:17][CH3:18])[N:3]=[C:2]([NH:44][CH2:43][CH2:42][O:35][C:36]2[CH:41]=[CH:40][CH:39]=[CH:38][CH:37]=2)[N:7]=1, predict the reactants needed to synthesize it. The reactants are: Cl[C:2]1[N:7]=[C:6]([Cl:8])[N:5]=[C:4]([NH:9][CH2:10][C:11]2[CH:16]=[CH:15][CH:14]=[CH:13][C:12]=2[O:17][CH3:18])[N:3]=1.CCN(CC)CC.CCN(C(C)C)C(C)C.[O:35]([CH2:42][CH2:43][NH2:44])[C:36]1[CH:41]=[CH:40][CH:39]=[CH:38][CH:37]=1.